This data is from Forward reaction prediction with 1.9M reactions from USPTO patents (1976-2016). The task is: Predict the product of the given reaction. (1) Given the reactants [Cl-].[Cl-].[Cl-].[Cl-].[Cl-].[Ta+5].C([Mg]Br)(C)C.C(C1([Li])C=CC=C1)C.C(C1CC=CC=1)C.C([Li])CCC.[CH2:32]([C:34]1([Ta:39]([C:42]2([CH2:47][CH3:48])[CH:46]=[CH:45][CH:44]=[CH:43]2)(Cl)Cl)[CH:38]=[CH:37][CH:36]=[CH:35]1)[CH3:33].[H-].COCCO[Al+]OCCOC.[Na+].[H-], predict the reaction product. The product is: [CH2:47]([C:42]1([TaH3:39][C:34]2([CH2:32][CH3:33])[CH:38]=[CH:37][CH:36]=[CH:35]2)[CH:46]=[CH:45][CH:44]=[CH:43]1)[CH3:48]. (2) Given the reactants [NH:1]1[C:9]2[C:4](=[CH:5][CH:6]=[CH:7][CH:8]=2)[C:3](/[CH:10]=[C:11]2\[O:12][C:13]3[C:20]([C:21]#[C:22][CH2:23][CH:24]4[CH2:29][CH2:28][N:27](C(OC(C)(C)C)=O)[CH2:26][CH2:25]4)=[C:19]([O:37][CH3:38])[CH:18]=[CH:17][C:14]=3[C:15]\2=[O:16])=[N:2]1.Cl, predict the reaction product. The product is: [NH:1]1[C:9]2[C:4](=[CH:5][CH:6]=[CH:7][CH:8]=2)[C:3](/[CH:10]=[C:11]2\[O:12][C:13]3[C:20]([C:21]#[C:22][CH2:23][CH:24]4[CH2:29][CH2:28][NH:27][CH2:26][CH2:25]4)=[C:19]([O:37][CH3:38])[CH:18]=[CH:17][C:14]=3[C:15]\2=[O:16])=[N:2]1.